Dataset: Forward reaction prediction with 1.9M reactions from USPTO patents (1976-2016). Task: Predict the product of the given reaction. (1) Given the reactants [CH3:1][CH2:2][CH2:3][CH2:4][NH:5][C:6]1[CH:7]=[C:8]([C:23]([OH:25])=[O:24])[CH:9]=[C:10]([S:19]([NH2:22])(=[O:21])=[O:20])[C:11]=1[O:12][C:13]1[CH:14]=[CH:15][CH:16]=[CH:17][CH:18]=1.S(Cl)(Cl)=O.[CH3:30]O, predict the reaction product. The product is: [NH2:22][S:19]([C:10]1[CH:9]=[C:8]([CH:7]=[C:6]([NH:5][CH2:4][CH2:3][CH2:2][CH3:1])[C:11]=1[O:12][C:13]1[CH:18]=[CH:17][CH:16]=[CH:15][CH:14]=1)[C:23]([O:25][CH3:30])=[O:24])(=[O:21])=[O:20]. (2) Given the reactants [CH3:1][O:2][C:3]1[CH:8]=[C:7]([O:9][CH3:10])[N:6]=[C:5]([C:11]([NH2:13])=O)[N:4]=1.COC1C=CC(P2(SP(C3C=CC(OC)=CC=3)(=S)S2)=[S:23])=CC=1, predict the reaction product. The product is: [CH3:1][O:2][C:3]1[CH:8]=[C:7]([O:9][CH3:10])[N:6]=[C:5]([C:11](=[S:23])[NH2:13])[N:4]=1. (3) Given the reactants C([Li])(C)(C)C.Br[C:7]1[CH:12]=[CH:11][N:10]=[C:9]([O:13][CH2:14][C:15]([F:18])([F:17])F)[CH:8]=1.[Br:19][C:20]1[CH:21]=[C:22]([C:26]([C:34]2[C:35]([C:40]#[N:41])=[N:36][CH:37]=[CH:38][CH:39]=2)=[N:27]S(C(C)(C)C)=O)[CH:23]=[CH:24][CH:25]=1.Cl, predict the reaction product. The product is: [Br:19][C:20]1[CH:21]=[C:22]([C:26]2([C:7]3[CH:12]=[CH:11][N:10]=[C:9]([O:13][CH:14]=[C:15]([F:17])[F:18])[CH:8]=3)[C:34]3[C:35](=[N:36][CH:37]=[CH:38][CH:39]=3)[C:40]([NH2:41])=[N:27]2)[CH:23]=[CH:24][CH:25]=1. (4) Given the reactants [N:1]1[NH:2][N:3]=[N:4][C:5]=1[CH2:6][NH:7][C:8]([C@@H:10]1[CH2:18][C:17]2[C:12](=[CH:13][CH:14]=[CH:15][CH:16]=2)[N:11]1[C:19](=[O:30])[C@H:20]([NH:22][C:23](=[O:29])OC(C)(C)C)[CH3:21])=[O:9].[CH3:31][C@@H:32]([CH2:47][CH3:48])[C@H:33]([NH:37][C:38](=[O:46])[CH2:39][C:40]1[CH:45]=[CH:44][CH:43]=[CH:42][CH:41]=1)C(O)=O, predict the reaction product. The product is: [CH3:31][C@@H:32]([CH2:47][CH3:48])[C@H:33]([NH:37][C:38](=[O:46])[CH2:39][C:40]1[CH:45]=[CH:44][CH:43]=[CH:42][CH:41]=1)[C:23]([NH:22][C@H:20]([CH3:21])[C:19]([N:11]1[C:12]2[C:17](=[CH:16][CH:15]=[CH:14][CH:13]=2)[CH2:18][C@H:10]1[C:8]([NH:7][CH2:6][C:5]1[N:4]=[N:3][NH:2][N:1]=1)=[O:9])=[O:30])=[O:29].